This data is from Full USPTO retrosynthesis dataset with 1.9M reactions from patents (1976-2016). The task is: Predict the reactants needed to synthesize the given product. Given the product [OH:14][C:15]([C@H:18]1[CH2:22][CH2:21][N:20]([C:2]2[CH:9]=[CH:8][C:5]([C:6]#[N:7])=[CH:4][C:3]=2[C:10]([F:13])([F:12])[F:11])[C@H:19]1[CH3:23])([CH3:17])[CH3:16], predict the reactants needed to synthesize it. The reactants are: F[C:2]1[CH:9]=[CH:8][C:5]([C:6]#[N:7])=[CH:4][C:3]=1[C:10]([F:13])([F:12])[F:11].[OH:14][C:15]([C@H:18]1[CH2:22][CH2:21][NH:20][C@H:19]1[CH3:23])([CH3:17])[CH3:16].C(=O)([O-])[O-].[Li+].[Li+].